From a dataset of Full USPTO retrosynthesis dataset with 1.9M reactions from patents (1976-2016). Predict the reactants needed to synthesize the given product. Given the product [F:1][C:2]1[CH:7]=[C:6]([F:8])[CH:5]=[CH:4][C:3]=1[N:9]1[C:17]2[C@H:16]3[CH2:18][C@H:13]([CH2:14][CH2:15]3)[C:12]=2[C:11]([C:19](=[N:20][C:23](=[O:28])[C:24]([CH3:27])([CH3:26])[CH3:25])[O:21][CH3:22])=[N:10]1, predict the reactants needed to synthesize it. The reactants are: [F:1][C:2]1[CH:7]=[C:6]([F:8])[CH:5]=[CH:4][C:3]=1[N:9]1[C:17]2[C@H:16]3[CH2:18][C@H:13]([CH2:14][CH2:15]3)[C:12]=2[C:11]([C:19]([O:21][CH3:22])=[NH:20])=[N:10]1.[C:23](Cl)(=[O:28])[C:24]([CH3:27])([CH3:26])[CH3:25].CCN(CC)CC.